From a dataset of Reaction yield outcomes from USPTO patents with 853,638 reactions. Predict the reaction yield, written as a fraction of the theoretical maximum amount of product (1.0 means a 100% yield; for example, 0.34 means a 34% yield). (1) The reactants are [CH3:1][O:2][CH:3]([O:13][CH3:14])[CH2:4][C:5]1[N:12]=[CH:11][CH:10]=[CH:9][C:6]=1[C:7]#[N:8].C([O-])([O-])=[O:16].[Na+].[Na+].OO. The catalyst is CC(C)=O. The product is [CH3:14][O:13][CH:3]([O:2][CH3:1])[CH2:4][C:5]1[N:12]=[CH:11][CH:10]=[CH:9][C:6]=1[C:7]([NH2:8])=[O:16]. The yield is 0.780. (2) The reactants are [CH:1]1[C:9]2[C:8]3[CH:10]=[CH:11][CH:12]=[CH:13][C:7]=3[O:6][C:5]=2[C:4](B(O)O)=[CH:3][CH:2]=1.Cl[C:18]1[CH:23]=[CH:22][C:21]([Cl:24])=[CH:20][N:19]=1.C(=O)([O-])[O-].[K+].[K+].C(COC)OC. The catalyst is C1C=CC([P]([Pd]([P](C2C=CC=CC=2)(C2C=CC=CC=2)C2C=CC=CC=2)([P](C2C=CC=CC=2)(C2C=CC=CC=2)C2C=CC=CC=2)[P](C2C=CC=CC=2)(C2C=CC=CC=2)C2C=CC=CC=2)(C2C=CC=CC=2)C2C=CC=CC=2)=CC=1.O. The product is [Cl:24][C:21]1[CH:22]=[CH:23][C:18]([C:4]2[C:5]3[O:6][C:7]4[CH:13]=[CH:12][CH:11]=[CH:10][C:8]=4[C:9]=3[CH:1]=[CH:2][CH:3]=2)=[N:19][CH:20]=1. The yield is 0.760. (3) The reactants are [CH:1]([C:3]1[CH:8]=[CH:7][C:6](B(O)O)=[CH:5][CH:4]=1)=[O:2].Br[C:13]1[CH:18]=[CH:17][CH:16]=[CH:15][N:14]=1.C(O)C.C([O-])([O-])=O.[Na+].[Na+]. The catalyst is C1(C)C=CC=CC=1.C1C=CC([P]([Pd]([P](C2C=CC=CC=2)(C2C=CC=CC=2)C2C=CC=CC=2)([P](C2C=CC=CC=2)(C2C=CC=CC=2)C2C=CC=CC=2)[P](C2C=CC=CC=2)(C2C=CC=CC=2)C2C=CC=CC=2)(C2C=CC=CC=2)C2C=CC=CC=2)=CC=1. The product is [N:14]1[CH:15]=[CH:16][CH:17]=[CH:18][C:13]=1[C:6]1[CH:7]=[CH:8][C:3]([CH:1]=[O:2])=[CH:4][CH:5]=1. The yield is 0.680. (4) The reactants are [OH:1][C:2]1([CH:13]([N+:17]([O-:19])=[O:18])[CH:14]([CH3:16])[CH3:15])[CH2:5][N:4]([C:6]([O:8]C(C)(C)C)=O)[CH2:3]1.Cl.[F:21][C:22]1[C:23]([NH:32][C:33]2[CH:38]=[CH:37][C:36]([I:39])=[CH:35][C:34]=2[F:40])=[C:24]([CH:28]=[CH:29][C:30]=1[F:31])C(O)=O.C1CN([P+](ON2N=NC3C=CC=CC2=3)(N2CCCC2)N2CCCC2)CC1.F[P-](F)(F)(F)(F)F.CCN(C(C)C)C(C)C. The catalyst is O1CCOCC1.CN(C=O)C.C(OCC)(=O)C.CO. The product is [F:21][C:22]1[C:23]([NH:32][C:33]2[CH:38]=[CH:37][C:36]([I:39])=[CH:35][C:34]=2[F:40])=[C:24]([C:6]([N:4]2[CH2:3][C:2]([CH:13]([N+:17]([O-:19])=[O:18])[CH:14]([CH3:15])[CH3:16])([OH:1])[CH2:5]2)=[O:8])[CH:28]=[CH:29][C:30]=1[F:31]. The yield is 0.900. (5) The reactants are [NH2:1][C:2]1[CH:10]=[CH:9][CH:8]=[C:7]([Cl:11])[C:3]=1[C:4]([OH:6])=[O:5].FC1C=CC=CC=1C(Cl)=O.[Cl:22][C:23]1[CH:31]=[CH:30][CH:29]=[CH:28][C:24]=1[C:25](Cl)=O. The catalyst is C(Cl)(Cl)Cl.CCCCCC. The product is [Cl:11][C:7]1[C:3]2[C:4](=[O:6])[O:5][C:25]([C:24]3[CH:28]=[CH:29][CH:30]=[CH:31][C:23]=3[Cl:22])=[N:1][C:2]=2[CH:10]=[CH:9][CH:8]=1. The yield is 0.510.